From a dataset of Full USPTO retrosynthesis dataset with 1.9M reactions from patents (1976-2016). Predict the reactants needed to synthesize the given product. (1) Given the product [C:25]1([S:31]([N:19]2[CH2:20][CH2:21][CH2:22][N:16]([CH2:15][C:14]3[CH:23]=[CH:24][C:11]([O:10][CH2:9][CH2:8][CH2:7][N:1]4[CH2:2][CH2:3][CH2:4][CH2:5][CH2:6]4)=[CH:12][CH:13]=3)[CH2:17][CH2:18]2)(=[O:33])=[O:32])[CH:30]=[CH:29][CH:28]=[CH:27][CH:26]=1, predict the reactants needed to synthesize it. The reactants are: [N:1]1([CH2:7][CH2:8][CH2:9][O:10][C:11]2[CH:24]=[CH:23][C:14]([CH2:15][N:16]3[CH2:22][CH2:21][CH2:20][NH:19][CH2:18][CH2:17]3)=[CH:13][CH:12]=2)[CH2:6][CH2:5][CH2:4][CH2:3][CH2:2]1.[C:25]1([S:31](Cl)(=[O:33])=[O:32])[CH:30]=[CH:29][CH:28]=[CH:27][CH:26]=1. (2) Given the product [C:7]([O:21][C:19](=[O:20])[NH:18][C:9]1[CH:10]=[CH:11][C:12]([O:13][C:14]([F:16])([F:17])[F:15])=[C:7]([C:6]2[N:2]([CH3:1])[N:3]=[CH:4][CH:5]=2)[CH:8]=1)([CH3:8])([CH3:12])[CH3:6], predict the reactants needed to synthesize it. The reactants are: [CH3:1][N:2]1[C:6]([C:7]2[CH:8]=[C:9]([NH:18][C:19](=[O:21])[OH:20])[CH:10]=[CH:11][C:12]=2[O:13][C:14]([F:17])([F:16])[F:15])=[CH:5][CH:4]=[N:3]1.CN(C=O)C. (3) Given the product [NH2:40][C:37]([CH3:39])([CH3:38])[CH2:36][O:35][C:34]1[CH:48]=[CH:49][C:31]([CH2:29][CH2:2][CH2:1][NH:3][C:4]2[CH:9]=[C:8]([O:10][CH3:11])[CH:7]=[CH:6][C:5]=2[C@@H:12]2[CH2:21][CH2:20][C:19]3[CH:18]=[C:17]([OH:22])[CH:16]=[CH:15][C:14]=3[CH2:13]2)=[CH:32][CH:33]=1, predict the reactants needed to synthesize it. The reactants are: [CH2:1]([NH:3][C:4]1[CH:9]=[C:8]([O:10][CH3:11])[CH:7]=[CH:6][C:5]=1[C@@H:12]1[CH2:21][CH2:20][C:19]2[CH:18]=[C:17]([O:22]C(=O)C(C)(C)C)[CH:16]=[CH:15][C:14]=2[CH2:13]1)[CH3:2].[CH:29]([C:31]1[CH:49]=[CH:48][C:34]([O:35][CH2:36][C:37]([NH:40]C(=O)OC(C)(C)C)([CH3:39])[CH3:38])=[CH:33][CH:32]=1)=O.